This data is from Peptide-MHC class II binding affinity with 134,281 pairs from IEDB. The task is: Regression. Given a peptide amino acid sequence and an MHC pseudo amino acid sequence, predict their binding affinity value. This is MHC class II binding data. (1) The peptide sequence is LNYRPLLPKDRRMII. The MHC is HLA-DQA10301-DQB10302 with pseudo-sequence HLA-DQA10301-DQB10302. The binding affinity (normalized) is 0.275. (2) The peptide sequence is KPAAAATATATSAVG. The MHC is HLA-DQA10201-DQB10202 with pseudo-sequence HLA-DQA10201-DQB10202. The binding affinity (normalized) is 0.379. (3) The peptide sequence is EKKYFAATQFEPLAA. The MHC is DRB1_0901 with pseudo-sequence DRB1_0901. The binding affinity (normalized) is 0.270. (4) The MHC is DRB1_0301 with pseudo-sequence DRB1_0301. The peptide sequence is VKVLCPYMPKVIEKMELL. The binding affinity (normalized) is 0.